From a dataset of Catalyst prediction with 721,799 reactions and 888 catalyst types from USPTO. Predict which catalyst facilitates the given reaction. Reactant: C1(P(C2CCCCC2)C2C=CC=CC=2C2C(C(C)C)=CC(C(C)C)=CC=2C(C)C)CCCCC1.[O:35]1[CH2:40][CH2:39][N:38]([C:41]2[C:46]([NH2:47])=[CH:45][C:44]([N:48]3[CH2:53][CH2:52][O:51][CH2:50][CH2:49]3)=[CH:43][N:42]=2)[CH2:37][CH2:36]1.Cl[C:55]1[C:64]2[C:59](=[CH:60][C:61]([F:66])=[CH:62][C:63]=2[F:65])[N:58]=[C:57]([C:67]2[CH:68]=[N:69][C:70]([N:73]3[CH2:78][CH2:77][CH2:76][CH2:75][CH2:74]3)=[CH:71][CH:72]=2)[C:56]=1[CH3:79].CC(C)([O-])C.[Na+]. Product: [O:35]1[CH2:40][CH2:39][N:38]([C:41]2[C:46]([NH:47][C:55]3[C:64]4[C:59](=[CH:60][C:61]([F:66])=[CH:62][C:63]=4[F:65])[N:58]=[C:57]([C:67]4[CH:68]=[N:69][C:70]([N:73]5[CH2:74][CH2:75][CH2:76][CH2:77][CH2:78]5)=[CH:71][CH:72]=4)[C:56]=3[CH3:79])=[CH:45][C:44]([N:48]3[CH2:49][CH2:50][O:51][CH2:52][CH2:53]3)=[CH:43][N:42]=2)[CH2:37][CH2:36]1. The catalyst class is: 101.